This data is from Reaction yield outcomes from USPTO patents with 853,638 reactions. The task is: Predict the reaction yield, written as a fraction of the theoretical maximum amount of product (1.0 means a 100% yield; for example, 0.34 means a 34% yield). (1) The reactants are [CH2:1]([N:3]1[CH:8]=[C:7]([C:9]([O:11]C)=[O:10])[CH:6]=[CH:5][C:4]1=[O:13])[CH3:2].O.[OH-].[Li+].Cl. The catalyst is O.CO. The product is [CH2:1]([N:3]1[CH:8]=[C:7]([C:9]([OH:11])=[O:10])[CH:6]=[CH:5][C:4]1=[O:13])[CH3:2]. The yield is 0.650. (2) The reactants are C[O:2][C:3](=O)[C:4]1[CH:9]=[C:8]([N+:10]([O-:12])=[O:11])[C:7]([C:13]([F:16])([F:15])[F:14])=[CH:6][C:5]=1[N:17]=[C:18]=[O:19].[CH3:21][S:22]([NH:25][NH2:26])(=[O:24])=[O:23].[OH-].[Na+].Cl. The catalyst is C1COCC1. The product is [N+:10]([C:8]1[CH:9]=[C:4]2[C:5](=[CH:6][C:7]=1[C:13]([F:16])([F:15])[F:14])[NH:17][C:18](=[O:19])[N:26]([NH:25][S:22]([CH3:21])(=[O:24])=[O:23])[C:3]2=[O:2])([O-:12])=[O:11]. The yield is 0.810. (3) The reactants are [OH:1][C:2]1[CH:7]=[CH:6][C:5]([N:8]([CH2:20][C@@H:21]([NH:26]C(=O)OC(C)(C)C)[C@@H:22]([CH3:25])[CH2:23][CH3:24])[C:9]([C@@H:11]2[CH2:13][C@H:12]2[C:14]2[CH:19]=[CH:18][CH:17]=[CH:16][N:15]=2)=[O:10])=[CH:4][CH:3]=1.C(=O)([O-])[O-].[K+].[K+].[CH:40]1([CH2:44]Br)[CH2:43][CH2:42][CH2:41]1.C(Cl)(=O)C. The catalyst is CO.CN(C=O)C. The product is [NH2:26][C@@H:21]([C@@H:22]([CH3:25])[CH2:23][CH3:24])[CH2:20][N:8]([C:5]1[CH:4]=[CH:3][C:2]([O:1][CH2:44][CH:40]2[CH2:43][CH2:42][CH2:41]2)=[CH:7][CH:6]=1)[C:9]([C@@H:11]1[CH2:13][C@H:12]1[C:14]1[CH:19]=[CH:18][CH:17]=[CH:16][N:15]=1)=[O:10]. The yield is 0.880. (4) The reactants are [CH3:1][C:2]1[CH:11]=[CH:10][C:9]2[C:4](=[CH:5][CH:6]=[CH:7][C:8]=2[O:12][CH2:13][CH2:14][N:15]2[CH2:20][CH2:19][CH:18]([CH2:21][C:22]3[CH:23]=[C:24]([CH:28]=[CH:29][CH:30]=3)[C:25]([OH:27])=O)[CH2:17][CH2:16]2)[N:3]=1.[CH3:31][NH:32][C:33]1[CH:38]=[CH:37][CH:36]=[CH:35][CH:34]=1. No catalyst specified. The product is [CH3:31][N:32]([C:33]1[CH:38]=[CH:37][CH:36]=[CH:35][CH:34]=1)[C:25](=[O:27])[C:24]1[CH:28]=[CH:29][CH:30]=[C:22]([CH2:21][CH:18]2[CH2:17][CH2:16][N:15]([CH2:14][CH2:13][O:12][C:8]3[CH:7]=[CH:6][CH:5]=[C:4]4[C:9]=3[CH:10]=[CH:11][C:2]([CH3:1])=[N:3]4)[CH2:20][CH2:19]2)[CH:23]=1. The yield is 0.450. (5) The reactants are [C:1]([C:4]1[S:8][C:7]([C:9]2[N:14]=[N:13][C:12]([N:15]([CH2:23][C:24]3([C:28]4[C:33]([F:34])=[CH:32][CH:31]=[CH:30][N:29]=4)[CH2:27][CH2:26][CH2:25]3)C(=O)OC(C)(C)C)=[CH:11][CH:10]=2)=[N:6][CH:5]=1)(=[O:3])[NH2:2].C(O)(C(F)(F)F)=O. The catalyst is C(Cl)Cl. The product is [F:34][C:33]1[C:28]([C:24]2([CH2:23][NH:15][C:12]3[N:13]=[N:14][C:9]([C:7]4[S:8][C:4]([C:1]([NH2:2])=[O:3])=[CH:5][N:6]=4)=[CH:10][CH:11]=3)[CH2:25][CH2:26][CH2:27]2)=[N:29][CH:30]=[CH:31][CH:32]=1. The yield is 0.990. (6) The reactants are [NH2:1][CH:2]1[CH2:7][CH2:6][N:5]([C:8]([O:10][CH2:11][CH3:12])=[O:9])[CH2:4][CH2:3]1.Br[C:14]1[CH:19]=[CH:18][N:17]=[CH:16][CH:15]=1.CC(C)([O-])C.[Na+].C1(P(C2C=CC=CC=2)C2C=CC3C(=CC=CC=3)C=2C2C3C(=CC=CC=3)C=CC=2P(C2C=CC=CC=2)C2C=CC=CC=2)C=CC=CC=1. The catalyst is C1(C)C=CC=CC=1.C([O-])(=O)C.[Pd+2].C([O-])(=O)C. The product is [N:17]1[CH:18]=[CH:19][C:14]([NH:1][CH:2]2[CH2:3][CH2:4][N:5]([C:8]([O:10][CH2:11][CH3:12])=[O:9])[CH2:6][CH2:7]2)=[CH:15][CH:16]=1. The yield is 0.410. (7) The reactants are [Cl:1][C:2]1[S:6][C:5]([S:7]([NH:10][C@@H:11]([CH2:16][OH:17])[C:12]([O:14][CH3:15])=[O:13])(=[O:9])=[O:8])=[CH:4][CH:3]=1.C([O-])([O-])=O.[K+].[K+].[CH2:24](I)[CH3:25]. The catalyst is CN(C=O)C.C(OCC)(=O)C. The product is [Cl:1][C:2]1[S:6][C:5]([S:7]([N:10]([CH2:24][CH3:25])[C@@H:11]([CH2:16][OH:17])[C:12]([O:14][CH3:15])=[O:13])(=[O:9])=[O:8])=[CH:4][CH:3]=1. The yield is 0.930.